From a dataset of Experimentally validated miRNA-target interactions with 360,000+ pairs, plus equal number of negative samples. Binary Classification. Given a miRNA mature sequence and a target amino acid sequence, predict their likelihood of interaction. The miRNA is hsa-miR-4251 with sequence CCUGAGAAAAGGGCCAA. The protein sequence of the target gene is MILMPMASVVAVAEPKWVSVWGRFLWMALLSMALGSLLALLLPLGVVEEHCLAVLRGFHLLRSKLDRAQPVVPKCTSLCTELSVSSRDAGLLTVKTTASPAGKLEAKAALNQALEMKRQGKRGKAHKLFLHALKMDPGFVDALNEFGIFSEEDKDIIQADYLYTRALTISPFHEKALVNRDRTLPLVEEIDQRYFSVIDSKVKKVMSIPKGSSALRRVMEETYYHHIYHTVAIEGNTLTLSEIRHILETRYAVPGKSLEEQNEVIGMHAAMKYINTTLVSRIGSVTMDDMLEIHRRVLGY.... Result: 0 (no interaction).